Dataset: Full USPTO retrosynthesis dataset with 1.9M reactions from patents (1976-2016). Task: Predict the reactants needed to synthesize the given product. (1) Given the product [C:31]([O:35][C:36]([N:38]1[CH2:43][CH2:42][O:41][C@H:40]([C@@H:44]([O:51][C:52]2[CH:57]=[CH:56][CH:55]=[C:54]([Cl:58])[C:53]=2[F:59])[C:45]2[CH:50]=[CH:49][CH:48]=[CH:47][CH:46]=2)[CH2:39]1)=[O:37])([CH3:34])([CH3:32])[CH3:33].[Cl:58][C:54]1[C:53]([F:59])=[C:52]([CH:57]=[CH:56][CH:55]=1)[O:51][C@@H:44]([C:45]1[CH:50]=[CH:49][CH:48]=[CH:47][CH:46]=1)[C@H:40]1[O:41][CH2:42][CH2:43][NH:38][CH2:39]1, predict the reactants needed to synthesize it. The reactants are: C(OC(N1CCO[C@H]([C@@H](OC2C=CC(F)=CC=2Cl)C2C=CC=C(F)C=2)C1)=O)(C)(C)C.[C:31]([O:35][C:36]([N:38]1[CH2:43][CH2:42][O:41][C@H:40]([C@@H:44]([O:51][C:52]2[CH:57]=[CH:56][CH:55]=[C:54]([Cl:58])[C:53]=2[F:59])[C:45]2[CH:50]=[CH:49][CH:48]=[CH:47][CH:46]=2)[CH2:39]1)=[O:37])([CH3:34])([CH3:33])[CH3:32].FC(F)(F)C(O)=O. (2) Given the product [Br:1][C:2]1[C:6]([CH2:7][OH:8])=[CH:5][N:4]([CH:12]2[CH2:13][CH2:14][CH2:15]2)[N:3]=1, predict the reactants needed to synthesize it. The reactants are: [Br:1][C:2]1[C:6]([C:7](OCC)=[O:8])=[CH:5][N:4]([CH:12]2[CH2:15][CH2:14][CH2:13]2)[N:3]=1.[H-].C([Al+]CC(C)C)C(C)C. (3) Given the product [Cl:17][C:18]1[N:23]=[C:22]([C:11]2[CH:12]=[C:7]([NH:6][CH:4]([CH3:5])[CH2:3][O:2][CH3:1])[N:8]=[CH:9][N:10]=2)[CH:21]=[CH:20][N:19]=1, predict the reactants needed to synthesize it. The reactants are: [CH3:1][O:2][CH2:3][CH:4]([NH:6][C:7]1[CH:12]=[C:11]([Sn](C)(C)C)[N:10]=[CH:9][N:8]=1)[CH3:5].[Cl:17][C:18]1[N:23]=[C:22](Cl)[CH:21]=[CH:20][N:19]=1. (4) Given the product [CH2:14]([O:13][C:5]1[C:4](=[O:16])[N:3]([CH3:17])[C:2]([C:19]2[O:18][CH:22]=[CH:21][CH:20]=2)=[N:7][C:6]=1[C:8]([O:10][CH2:11][CH3:12])=[O:9])[CH3:15], predict the reactants needed to synthesize it. The reactants are: Cl[C:2]1[N:3]([CH3:17])[C:4](=[O:16])[C:5]([O:13][CH2:14][CH3:15])=[C:6]([C:8]([O:10][CH2:11][CH3:12])=[O:9])[N:7]=1.[O:18]1[CH:22]=[CH:21][CH:20]=[C:19]1B(O)O.[F-].[K+].